Task: Predict the reactants needed to synthesize the given product.. Dataset: Full USPTO retrosynthesis dataset with 1.9M reactions from patents (1976-2016) (1) Given the product [NH:9]1[C:10]2[CH:15]=[CH:14][CH:13]=[CH:12][C:11]=2[N:7]=[C:8]1[CH:21]([C:22]1[CH:27]=[CH:26][CH:25]=[CH:24][CH:23]=1)[OH:28], predict the reactants needed to synthesize it. The reactants are: N1(C[N:7]2[C:11]3[CH:12]=[CH:13][CH:14]=[CH:15][C:10]=3[N:9]=[CH:8]2)CCCC1.C([Li])CCC.[CH:21](=[O:28])[C:22]1[CH:27]=[CH:26][CH:25]=[CH:24][CH:23]=1. (2) The reactants are: [Cl:1][C:2]1[O:3][C:4]([CH2:14][CH2:15][C:16](OCC)=[O:17])=[C:5]([C:7]2[CH:12]=[CH:11][C:10]([Cl:13])=[CH:9][CH:8]=2)[N:6]=1.[H-].C([Al+]CC(C)C)C(C)C. Given the product [Cl:1][C:2]1[O:3][C:4]([CH2:14][CH2:15][CH2:16][OH:17])=[C:5]([C:7]2[CH:8]=[CH:9][C:10]([Cl:13])=[CH:11][CH:12]=2)[N:6]=1, predict the reactants needed to synthesize it. (3) Given the product [O:4]1[CH:9]([C:10]([O-:12])=[O:11])[CH2:8][NH:7][C:6]2[CH:15]=[CH:16][CH:17]=[CH:18][C:5]1=2.[Li+:3], predict the reactants needed to synthesize it. The reactants are: O.[OH-].[Li+:3].[O:4]1[CH:9]([C:10]([O:12]CC)=[O:11])[CH2:8][NH:7][C:6]2[CH:15]=[CH:16][CH:17]=[CH:18][C:5]1=2. (4) Given the product [NH2:1][CH2:2][C@@:3]1([CH2:15][C:16]([OH:18])=[O:17])[CH2:9][C@H:8]2[C@@H:4]1[CH:5]=[C:6]([CH:10]1[CH2:14][CH2:13][CH2:12][CH2:11]1)[CH2:7]2, predict the reactants needed to synthesize it. The reactants are: [NH2:1][CH2:2][C@@:3]1([CH2:15][C:16]([O:18]C(C)(C)C)=[O:17])[CH2:9][C@H:8]2[C@@H:4]1[CH:5]=[C:6]([CH:10]1[CH2:14][CH2:13][CH2:12][CH2:11]1)[CH2:7]2. (5) Given the product [Cl:1][C:2]([C:13]1[C:14]([F:20])=[CH:15][CH:16]=[CH:17][C:18]=1[F:19])([F:31])[S:3]([C:6]1[CH2:10][C:9]([CH3:12])([CH3:11])[O:8][N:7]=1)(=[O:4])=[O:5], predict the reactants needed to synthesize it. The reactants are: [Cl:1][CH:2]([C:13]1[C:18]([F:19])=[CH:17][CH:16]=[CH:15][C:14]=1[F:20])[S:3]([C:6]1[CH2:10][C:9]([CH3:12])([CH3:11])[O:8][N:7]=1)(=[O:5])=[O:4].C1C=CC(S(N(S(C2C=CC=CC=2)(=O)=O)[F:31])(=O)=O)=CC=1. (6) Given the product [N:15]1[CH:20]=[CH:19][CH:18]=[CH:17][C:16]=1[CH2:21][O:6][C:7]1[CH:14]=[CH:13][C:10]([CH:11]=[O:12])=[CH:9][CH:8]=1, predict the reactants needed to synthesize it. The reactants are: CN(C)C=O.[OH:6][C:7]1[CH:14]=[CH:13][C:10]([CH:11]=[O:12])=[CH:9][CH:8]=1.[N:15]1[CH:20]=[CH:19][CH:18]=[CH:17][C:16]=1[CH2:21]Cl.C(=O)([O-])[O-].[K+].[K+]. (7) The reactants are: [CH3:1][S:2](Cl)(=[O:4])=[O:3].[CH2:6]([N:13]([C@H:29]([C:31]1[CH:36]=[CH:35][CH:34]=[CH:33][CH:32]=1)[CH3:30])[C@@H:14]([C:21]1[CH:22]=[C:23]([CH2:27][OH:28])[CH:24]=[CH:25][CH:26]=1)[CH2:15][CH2:16][O:17][CH2:18][O:19][CH3:20])[C:7]1[CH:12]=[CH:11][CH:10]=[CH:9][CH:8]=1.C(N(CC)CC)C. Given the product [CH3:1][S:2]([O:28][CH2:27][C:23]1[CH:24]=[CH:25][CH:26]=[C:21]([C@H:14]([N:13]([CH2:6][C:7]2[CH:12]=[CH:11][CH:10]=[CH:9][CH:8]=2)[C@H:29]([C:31]2[CH:32]=[CH:33][CH:34]=[CH:35][CH:36]=2)[CH3:30])[CH2:15][CH2:16][O:17][CH2:18][O:19][CH3:20])[CH:22]=1)(=[O:4])=[O:3], predict the reactants needed to synthesize it. (8) Given the product [CH:1]1([CH2:7][CH2:8][CH2:9][C@@H:10]([C:19]2[O:23][N:22]=[C:21]([C:24]([N:26]([CH3:28])[CH3:27])=[O:25])[N:20]=2)[CH2:11][C:12]([OH:14])=[O:13])[CH2:6][CH2:5][CH2:4][CH2:3][CH2:2]1, predict the reactants needed to synthesize it. The reactants are: [CH:1]1([CH2:7][CH2:8][CH2:9][C@@H:10]([C:19]2[O:23][N:22]=[C:21]([C:24]([N:26]([CH3:28])[CH3:27])=[O:25])[N:20]=2)[CH2:11][C:12]([O:14]C(C)(C)C)=[O:13])[CH2:6][CH2:5][CH2:4][CH2:3][CH2:2]1.FC(F)(F)C(O)=O. (9) The reactants are: Cl[C:2]1[C:11]2=[N:12][N:13](CC3C=CC(OC)=CC=3)[CH:14]=[C:10]2[C:9]2[CH:8]=[CH:7][CH:6]=[C:5]([O:24][CH3:25])[C:4]=2[N:3]=1.[CH3:26][N:27]([CH2:29][C:30]1[CH:36]=[CH:35][C:33]([NH2:34])=[CH:32][CH:31]=1)[CH3:28].Cl. Given the product [CH3:28][N:27]([CH2:29][C:30]1[CH:31]=[CH:32][C:33]([NH:34][C:2]2[C:11]3=[N:12][NH:13][CH:14]=[C:10]3[C:9]3[CH:8]=[CH:7][CH:6]=[C:5]([O:24][CH3:25])[C:4]=3[N:3]=2)=[CH:35][CH:36]=1)[CH3:26], predict the reactants needed to synthesize it. (10) Given the product [Cl:1][C:2]1[CH:7]=[C:6]([NH:8][S:9]([CH3:12])(=[O:10])=[O:11])[C:5]([F:13])=[C:4]([C:14]2[N:15]=[C:16]([CH:28]3[CH2:30][CH2:29]3)[O:17][C:18]=2[C:19]2[CH:24]=[CH:23][N:22]=[C:21]([NH:31][CH2:32][C@@H:33]([NH:35][C:36](=[O:42])[O:37][C:38]([CH3:41])([CH3:40])[CH3:39])[CH3:34])[N:20]=2)[CH:3]=1, predict the reactants needed to synthesize it. The reactants are: [Cl:1][C:2]1[CH:3]=[C:4]([C:14]2[N:15]=[C:16]([CH:28]3[CH2:30][CH2:29]3)[O:17][C:18]=2[C:19]2[CH:24]=[CH:23][N:22]=[C:21](S(C)=O)[N:20]=2)[C:5]([F:13])=[C:6]([NH:8][S:9]([CH3:12])(=[O:11])=[O:10])[CH:7]=1.[NH2:31][CH2:32][C@@H:33]([NH:35][C:36](=[O:42])[O:37][C:38]([CH3:41])([CH3:40])[CH3:39])[CH3:34].